From a dataset of Forward reaction prediction with 1.9M reactions from USPTO patents (1976-2016). Predict the product of the given reaction. Given the reactants C([O:5][C:6]([C:8]1[O:9][C:10]2[CH:17]=[CH:16][C:15]([CH3:18])=[C:14]([O:19][CH3:20])[C:11]=2[C:12]=1[CH3:13])=[O:7])(C)(C)C.C(O)(C(F)(F)F)=O.ClCCl, predict the reaction product. The product is: [CH3:20][O:19][C:14]1[C:11]2[C:12]([CH3:13])=[C:8]([C:6]([OH:7])=[O:5])[O:9][C:10]=2[CH:17]=[CH:16][C:15]=1[CH3:18].